This data is from Full USPTO retrosynthesis dataset with 1.9M reactions from patents (1976-2016). The task is: Predict the reactants needed to synthesize the given product. (1) The reactants are: [NH:1](C(OC(C)(C)C)=O)[C@H:2]([C:7](O)=O)[C@@H:3]([CH3:6])[O:4][CH3:5].CN(C(ON1N=NC2C=CC=NC1=2)=[N+](C)C)C.F[P-](F)(F)(F)(F)F.[CH:41]1([C:46]2[CH:47]=[C:48]([NH2:53])[C:49]([NH2:52])=[CH:50][CH:51]=2)[CH2:45][CH2:44][CH2:43][CH2:42]1.C(O)(=O)C.FC(F)(F)C(O)=O. Given the product [CH:41]1([C:46]2[CH:51]=[CH:50][C:49]3[NH:52][C:7]([C@@H:2]([NH2:1])[C@H:3]([O:4][CH3:5])[CH3:6])=[N:53][C:48]=3[CH:47]=2)[CH2:42][CH2:43][CH2:44][CH2:45]1, predict the reactants needed to synthesize it. (2) Given the product [OH:47][C:46]1[C:45]2[C@:44]34[CH2:48][CH2:49][N:50]([CH3:51])[C@@H:38]([C@:39]3([OH:53])[CH2:40][CH2:41][C:42](=[O:52])[CH2:43]4)[CH2:37][C:36]=2[CH:35]=[CH:34][C:33]=1[C:31]([NH:30][CH2:29][CH2:28][C:25]1[CH:24]=[CH:23][C:22]([C:9]2[CH:8]=[N:7][C:6]([O:5][CH3:4])=[N:11][CH:10]=2)=[CH:27][CH:26]=1)=[O:32], predict the reactants needed to synthesize it. The reactants are: C(O)C.[CH3:4][O:5][C:6]1[N:11]=[CH:10][C:9](B(O)O)=[CH:8][N:7]=1.C([O-])([O-])=O.[Na+].[Na+].Br[C:22]1[CH:27]=[CH:26][C:25]([CH2:28][CH2:29][NH:30][C:31]([C:33]2[CH:34]=[CH:35][C:36]3[CH2:37][C@H:38]4[N:50]([CH3:51])[CH2:49][CH2:48][C@@:44]5([C:45]=3[C:46]=2[OH:47])[C@@:39]4([OH:53])[CH2:40][CH2:41][C:42](=[O:52])[CH2:43]5)=[O:32])=[CH:24][CH:23]=1. (3) Given the product [CH2:19]([O:21][C:22](=[O:30])[C:23]1[CH:28]=[CH:27][CH:26]=[C:25]([NH:29][C:2]2[CH:17]=[C:6]3[C:7]4[C:12]([CH2:13][CH2:14][N:5]3[C:4](=[O:18])[N:3]=2)=[CH:11][C:10]([O:15][CH3:16])=[CH:9][CH:8]=4)[CH:24]=1)[CH3:20], predict the reactants needed to synthesize it. The reactants are: Cl[C:2]1[CH:17]=[C:6]2[C:7]3[C:12]([CH2:13][CH2:14][N:5]2[C:4](=[O:18])[N:3]=1)=[CH:11][C:10]([O:15][CH3:16])=[CH:9][CH:8]=3.[CH2:19]([O:21][C:22](=[O:30])[C:23]1[CH:28]=[CH:27][CH:26]=[C:25]([NH2:29])[CH:24]=1)[CH3:20].